This data is from Full USPTO retrosynthesis dataset with 1.9M reactions from patents (1976-2016). The task is: Predict the reactants needed to synthesize the given product. (1) Given the product [F:24][C:4]1[CH:3]=[C:2]([NH:1][C:36](=[O:37])[CH2:35][C:34]([NH:33][C:28]2[CH:29]=[CH:30][CH:31]=[CH:32][C:27]=2[O:26][CH3:25])=[O:39])[CH:23]=[CH:22][C:5]=1[O:6][C:7]1[CH:12]=[CH:11][N:10]=[C:9]2[CH:13]=[C:14]([N:16]3[CH2:20][CH2:19][CH2:18][C:17]3=[O:21])[S:15][C:8]=12, predict the reactants needed to synthesize it. The reactants are: [NH2:1][C:2]1[CH:23]=[CH:22][C:5]([O:6][C:7]2[CH:12]=[CH:11][N:10]=[C:9]3[CH:13]=[C:14]([N:16]4[CH2:20][CH2:19][CH2:18][C:17]4=[O:21])[S:15][C:8]=23)=[C:4]([F:24])[CH:3]=1.[CH3:25][O:26][C:27]1[CH:32]=[CH:31][CH:30]=[CH:29][C:28]=1[NH:33][C:34](=[O:39])[CH2:35][C:36](O)=[O:37].C(Cl)CCl.C1C=CC2N(O)N=NC=2C=1. (2) Given the product [CH2:1]([O:8][CH:9]1[CH2:13][CH2:12][N:11]([C:14]2[CH:15]=[CH:16][C:17]([C:18]([OH:20])=[O:19])=[CH:23][CH:24]=2)[CH2:10]1)[C:2]1[CH:3]=[CH:4][CH:5]=[CH:6][CH:7]=1, predict the reactants needed to synthesize it. The reactants are: [CH2:1]([O:8][CH:9]1[CH2:13][CH2:12][N:11]([C:14]2[CH:24]=[CH:23][C:17]([C:18]([O:20]CC)=[O:19])=[CH:16][CH:15]=2)[CH2:10]1)[C:2]1[CH:7]=[CH:6][CH:5]=[CH:4][CH:3]=1.[Li+].[OH-].[OH-].[Na+]. (3) Given the product [CH3:1][O:2][CH:3]([O:15][CH3:16])[CH2:4][C:5]1[CH:10]=[CH:9][CH:8]=[C:7]([CH3:11])[C:6]=1[NH2:12], predict the reactants needed to synthesize it. The reactants are: [CH3:1][O:2][CH:3]([O:15][CH3:16])[CH2:4][C:5]1[CH:10]=[CH:9][CH:8]=[C:7]([CH3:11])[C:6]=1[N+:12]([O-])=O.